From a dataset of CYP3A4 inhibition data for predicting drug metabolism from PubChem BioAssay. Regression/Classification. Given a drug SMILES string, predict its absorption, distribution, metabolism, or excretion properties. Task type varies by dataset: regression for continuous measurements (e.g., permeability, clearance, half-life) or binary classification for categorical outcomes (e.g., BBB penetration, CYP inhibition). Dataset: cyp3a4_veith. (1) The result is 0 (non-inhibitor). The compound is CCCCNC(=O)C1CC(=O)N(c2ccc(OC)cc2)C1c1ccc(OC)cc1. (2) The compound is C=C(C)[C@H]1CC[C@]2(C(=O)O)CC[C@]3(C)[C@@H](CC[C@@H]4[C@]3(C)CC[C@H]3C(C)(C)[C@H](O)CC[C@]43C)[C@H]12. The result is 0 (non-inhibitor). (3) The molecule is COCCNC(=O)c1cn(Cc2c(F)cccc2Cl)nn1. The result is 0 (non-inhibitor).